This data is from Forward reaction prediction with 1.9M reactions from USPTO patents (1976-2016). The task is: Predict the product of the given reaction. (1) Given the reactants [C:1]([C:4]1[CH:9]=[CH:8][C:7]([S:10](Cl)(=[O:12])=[O:11])=[CH:6][CH:5]=1)(=[O:3])[CH3:2].[NH3:14].Cl, predict the reaction product. The product is: [C:1]([C:4]1[CH:9]=[CH:8][C:7]([S:10]([NH2:14])(=[O:12])=[O:11])=[CH:6][CH:5]=1)(=[O:3])[CH3:2]. (2) The product is: [CH3:20][C@@H:19]1[CH2:18][CH2:17][CH2:16][N:15]([C:21]([C:23]2[C:28]([C:29]3[N:30]=[CH:31][CH:32]=[CH:33][N:34]=3)=[CH:27][CH:26]=[CH:25][C:24]=2[CH3:35])=[O:22])[C@@H:14]1[CH2:13][NH:12][C:37]1[CH:42]=[CH:41][C:40]([C:43]([F:46])([F:45])[F:44])=[CH:39][N:38]=1. Given the reactants IC1C=CC=C(C)C=1C(O)=O.[NH2:12][CH2:13][C@@H:14]1[C@H:19]([CH3:20])[CH2:18][CH2:17][CH2:16][N:15]1[C:21]([C:23]1[C:28]([C:29]2[N:34]=[CH:33][CH:32]=[CH:31][N:30]=2)=[CH:27][CH:26]=[CH:25][C:24]=1[CH3:35])=[O:22].F[C:37]1[CH:42]=[CH:41][C:40]([C:43]([F:46])([F:45])[F:44])=[CH:39][N:38]=1, predict the reaction product. (3) Given the reactants [OH-].[Na+].O.[CH2:4]([SH:6])[CH3:5].[CH3:7][C:8]1([CH3:31])[O:12][N:11]=[C:10]([S:13][CH2:14][C:15]2[C:16]([C:27]([F:30])([F:29])[F:28])=[N:17][N:18]([C:21]3[CH:26]=[CH:25][CH:24]=[CH:23][CH:22]=3)[C:19]=2F)[CH2:9]1, predict the reaction product. The product is: [CH3:7][C:8]1([CH3:31])[O:12][N:11]=[C:10]([S:13][CH2:14][C:15]2[C:16]([C:27]([F:30])([F:29])[F:28])=[N:17][N:18]([C:21]3[CH:26]=[CH:25][CH:24]=[CH:23][CH:22]=3)[C:19]=2[S:6][CH2:4][CH3:5])[CH2:9]1. (4) The product is: [Cl:27][C:28]1[CH:29]=[C:30]2[C:39](=[CH:40][CH:41]=1)[C:38]([NH:42][CH2:43][CH2:44][CH2:45][N:46]([CH3:51])[CH2:47][CH2:48][CH2:49][NH:50][C:12](=[O:14])[CH2:11][CH2:10][C:3]1[C:4]3[C:9](=[CH:8][CH:7]=[CH:6][CH:5]=3)[NH:1][CH:2]=1)=[C:37]1[C:32]([CH2:33][CH2:34][CH2:35][CH2:36]1)=[N:31]2. Given the reactants [NH:1]1[C:9]2[C:4](=[CH:5][CH:6]=[CH:7][CH:8]=2)[C:3]([CH2:10][CH2:11][C:12]([OH:14])=O)=[CH:2]1.C(N1C=CN=C1)(N1C=CN=C1)=O.[Cl:27][C:28]1[CH:29]=[C:30]2[C:39](=[CH:40][CH:41]=1)[C:38]([NH:42][CH2:43][CH2:44][CH2:45][N:46]([CH3:51])[CH2:47][CH2:48][CH2:49][NH2:50])=[C:37]1[C:32]([CH2:33][CH2:34][CH2:35][CH2:36]1)=[N:31]2, predict the reaction product. (5) Given the reactants C(OC([NH:8][C:9](=[NH:39])[C:10]1[CH:15]=[CH:14][C:13]([NH:16][C@@H:17]([C:21]2[CH:26]=[C:25]([O:27][CH2:28][CH3:29])[CH:24]=[C:23]([O:30][CH:31]3[CH2:36][CH2:35][N:34]([CH3:37])[CH2:33][CH2:32]3)[C:22]=2[F:38])[C:18]([OH:20])=[O:19])=[CH:12][CH:11]=1)=O)(C)(C)C, predict the reaction product. The product is: [C:9]([C:10]1[CH:15]=[CH:14][C:13]([NH:16][C@@H:17]([C:21]2[CH:26]=[C:25]([O:27][CH2:28][CH3:29])[CH:24]=[C:23]([O:30][CH:31]3[CH2:36][CH2:35][N:34]([CH3:37])[CH2:33][CH2:32]3)[C:22]=2[F:38])[C:18]([OH:20])=[O:19])=[CH:12][CH:11]=1)(=[NH:8])[NH2:39].